Dataset: Forward reaction prediction with 1.9M reactions from USPTO patents (1976-2016). Task: Predict the product of the given reaction. (1) Given the reactants [Cl:1][C:2]1[CH:7]=[CH:6][C:5]([S:8]([NH:11][CH2:12][C:13]2[CH:22]=[CH:21][C:16]([C:17]([O:19][CH3:20])=[O:18])=[CH:15][CH:14]=2)(=[O:10])=[O:9])=[CH:4][CH:3]=1.C(=O)([O-])[O-].[K+].[K+].[Cl:29][C:30]1[CH:31]=[C:32]([CH:35]=[CH:36][CH:37]=1)[CH2:33]Br, predict the reaction product. The product is: [Cl:29][C:30]1[CH:31]=[C:32]([CH:35]=[CH:36][CH:37]=1)[CH2:33][N:11]([CH2:12][C:13]1[CH:14]=[CH:15][C:16]([C:17]([O:19][CH3:20])=[O:18])=[CH:21][CH:22]=1)[S:8]([C:5]1[CH:6]=[CH:7][C:2]([Cl:1])=[CH:3][CH:4]=1)(=[O:10])=[O:9]. (2) Given the reactants [CH2:1]([O:8][C:9]1[CH:10]=[C:11]([C:15]2[N:16]=[C:17]([CH:25]3[CH2:28][C:27](=[CH:29][O:30][CH3:31])[CH2:26]3)[N:18]3[CH:23]=[CH:22][N:21]=[C:20](Cl)[C:19]=23)[CH:12]=[CH:13][CH:14]=1)[C:2]1[CH:7]=[CH:6][CH:5]=[CH:4][CH:3]=1.CCC([O-])(C)C.[Na+].C(OC1C=C(C2[N:54]=C(C3CC(=O)C3)N3C=CN=C(Cl)C=23)C=CC=1)C1C=CC=CC=1, predict the reaction product. The product is: [CH2:1]([O:8][C:9]1[CH:10]=[C:11]([C:15]2[N:16]=[C:17]([CH:25]3[CH2:28][C:27](=[CH:29][O:30][CH3:31])[CH2:26]3)[N:18]3[CH:23]=[CH:22][N:21]=[C:20]([NH2:54])[C:19]=23)[CH:12]=[CH:13][CH:14]=1)[C:2]1[CH:7]=[CH:6][CH:5]=[CH:4][CH:3]=1. (3) The product is: [C:16]1([C:3]2[C:2]([N:25]3[CH2:26][CH2:27][CH2:28][C@@H:24]3[C:23]([F:30])([F:29])[F:22])=[N:11][C:10]3[C:5](=[CH:6][CH:7]=[C:8]([C:12]([O:14][CH3:15])=[O:13])[CH:9]=3)[N:4]=2)[CH:21]=[CH:20][CH:19]=[CH:18][CH:17]=1. Given the reactants Br[C:2]1[C:3]([C:16]2[CH:21]=[CH:20][CH:19]=[CH:18][CH:17]=2)=[N:4][C:5]2[C:10]([N:11]=1)=[CH:9][C:8]([C:12]([O:14][CH3:15])=[O:13])=[CH:7][CH:6]=2.[F:22][C:23]([F:30])([F:29])[C@H:24]1[CH2:28][CH2:27][CH2:26][NH:25]1, predict the reaction product. (4) Given the reactants Br[C:2]1[CH:7]=[CH:6][N:5]2[CH:8]=[C:9]([C:11]3[CH:16]=[CH:15][CH:14]=[CH:13][CH:12]=3)[N:10]=[C:4]2[CH:3]=1.Cl.[CH3:18][O:19][C@@H:20]1[CH2:24][CH2:23][NH:22][CH2:21]1, predict the reaction product. The product is: [CH3:18][O:19][C@@H:20]1[CH2:24][CH2:23][N:22]([C:2]2[CH:7]=[CH:6][N:5]3[CH:8]=[C:9]([C:11]4[CH:16]=[CH:15][CH:14]=[CH:13][CH:12]=4)[N:10]=[C:4]3[CH:3]=2)[CH2:21]1. (5) Given the reactants [NH2:1][C:2]1[N:7]=[C:6]([NH2:8])[C:5]([C:9]2[CH:15]=[CH:14][C:12]([NH2:13])=[CH:11][CH:10]=2)=[C:4]([CH2:16][O:17][CH2:18][C:19]2[CH:24]=[CH:23][CH:22]=[CH:21][CH:20]=2)[N:3]=1.[C:25](Cl)(=[O:27])[CH3:26].[CH2:29]([Cl:31])Cl, predict the reaction product. The product is: [Cl:31][C:29]1[CH:10]=[CH:9][C:5]([CH2:6][N:13]([C:12]2[CH:11]=[CH:10][C:9]([C:5]3[C:6]([NH2:8])=[N:7][C:2]([NH2:1])=[N:3][C:4]=3[CH2:16][O:17][CH2:18][C:19]3[CH:20]=[CH:21][CH:22]=[CH:23][CH:24]=3)=[CH:15][CH:14]=2)[C:25](=[O:27])[CH3:26])=[CH:4][CH:16]=1. (6) Given the reactants Br[C:2]1[N:7]2[N:8]=[CH:9][N:10]=[C:6]2[C:5]([NH:11][C:12]2[CH:17]=[CH:16][C:15]([N:18]3[CH2:23][CH2:22][N:21]([CH:24]([CH3:26])[CH3:25])[CH2:20][CH2:19]3)=[CH:14][CH:13]=2)=[N:4][CH:3]=1.C(=O)([O-])[O-].[K+].[K+].CC1(C)C(C)(C)OB([C:41]2[CH:46]=[CH:45][N:44]=[C:43]([CH2:47][O:48][C:49](=[O:51])[CH3:50])[CH:42]=2)O1, predict the reaction product. The product is: [CH:24]([N:21]1[CH2:22][CH2:23][N:18]([C:15]2[CH:16]=[CH:17][C:12]([NH:11][C:5]3[C:6]4[N:7]([N:8]=[CH:9][N:10]=4)[C:2]([C:41]4[CH:46]=[CH:45][N:44]=[C:43]([CH2:47][O:48][C:49](=[O:51])[CH3:50])[CH:42]=4)=[CH:3][N:4]=3)=[CH:13][CH:14]=2)[CH2:19][CH2:20]1)([CH3:26])[CH3:25].